From a dataset of Human liver microsome stability data. Regression/Classification. Given a drug SMILES string, predict its absorption, distribution, metabolism, or excretion properties. Task type varies by dataset: regression for continuous measurements (e.g., permeability, clearance, half-life) or binary classification for categorical outcomes (e.g., BBB penetration, CYP inhibition). Dataset: hlm. (1) The molecule is O=c1ncn(Cc2c(F)cc(F)cc2F)c2ccc(Oc3cccnc3C(F)(F)F)cc12. The result is 0 (unstable in human liver microsomes). (2) The compound is CNC(=O)[C@@H](NC(=O)c1ccc(-c2ccc(CSc3nc(O)c4c(n3)CCC4)c(F)c2)o1)C(C)(C)C. The result is 1 (stable in human liver microsomes). (3) The drug is C[C@@H]1CN(c2ccc(F)cc2C(F)(F)F)CCN1S(=O)(=O)c1ccc(NC(=O)N2CCOCC2)cc1Cl. The result is 0 (unstable in human liver microsomes). (4) The drug is CCOc1nc(NC(=O)C2(NC(=O)c3ccc4c(C5CCCC5)c(-c5ccccn5)n(C)c4c3)CCC2)cnc1C=CC(=O)O. The result is 0 (unstable in human liver microsomes). (5) The drug is CC(C)(C)c1cc(NC(=O)[C@@H]2CCCCN2C(=O)C2CCOCC2)no1. The result is 0 (unstable in human liver microsomes).